Dataset: Forward reaction prediction with 1.9M reactions from USPTO patents (1976-2016). Task: Predict the product of the given reaction. (1) Given the reactants Cl[C:2]1[N:7]=[C:6]([CH2:8][CH2:9][C:10]2[CH:15]=[CH:14][CH:13]=[CH:12][C:11]=2[CH:16]([CH3:20])[C:17]([NH2:19])=[O:18])[C:5]([CH3:21])=[CH:4][N:3]=1.[CH3:22][N:23]1[CH:27]=[C:26]([NH2:28])[CH:25]=[N:24]1.O.C1(C)C=CC(S(O)(=O)=O)=CC=1, predict the reaction product. The product is: [CH3:21][C:5]1[C:6]([CH2:8][CH2:9][C:10]2[CH:15]=[CH:14][CH:13]=[CH:12][C:11]=2[CH:16]([CH3:20])[C:17]([NH2:19])=[O:18])=[N:7][C:2]([NH:28][C:26]2[CH:25]=[N:24][N:23]([CH3:22])[CH:27]=2)=[N:3][CH:4]=1. (2) The product is: [C:27]1([C:20]2[C:19]3[C:14](=[CH:15][CH:16]=[CH:17][CH:18]=3)[C:13]([C:9]3[CH:10]=[C:11]4[C:6]([CH:5]=[CH:4][C:3]([OH:2])=[CH:12]4)=[CH:7][CH:8]=3)=[C:26]3[C:21]=2[CH:22]=[CH:23][CH:24]=[CH:25]3)[C:36]2[C:31](=[CH:32][CH:33]=[CH:34][CH:35]=2)[CH:30]=[CH:29][CH:28]=1. Given the reactants C[O:2][C:3]1[CH:12]=[C:11]2[C:6]([CH:7]=[CH:8][C:9]([C:13]3[C:14]4[C:19]([C:20]([C:27]5[C:36]6[C:31](=[CH:32][CH:33]=[CH:34][CH:35]=6)[CH:30]=[CH:29][CH:28]=5)=[C:21]5[C:26]=3[CH:25]=[CH:24][CH:23]=[CH:22]5)=[CH:18][CH:17]=[CH:16][CH:15]=4)=[CH:10]2)=[CH:5][CH:4]=1.Cl.N1C=CC=CC=1.CN1CCCC1=O, predict the reaction product. (3) Given the reactants [C:1]1(=O)[C:9]2[CH2:8][CH2:7][CH2:6][CH2:5][C:4]=2[C:3](=[O:10])[O:2]1.[C:12]([C:14]1[CH:15]=[C:16]([CH2:20]C(O)=O)[CH:17]=[CH:18][CH:19]=1)#[N:13].C([O-])(=O)C.[Na+], predict the reaction product. The product is: [O:10]=[C:3]1[C:4]2[CH2:5][CH2:6][CH2:7][CH2:8][C:9]=2[C:1](=[CH:20][C:16]2[CH:15]=[C:14]([CH:19]=[CH:18][CH:17]=2)[C:12]#[N:13])[O:2]1. (4) Given the reactants [C:1]1([C@H:7]([NH:9][C:10]2[C:15]([N+:16]([O-])=O)=[CH:14][N:13]=[C:12]([C:19]3[CH:28]=[CH:27][CH:26]=[C:25]4[C:20]=3[CH:21]=[CH:22][CH:23]=[N:24]4)[CH:11]=2)[CH3:8])[CH:6]=[CH:5][CH:4]=[CH:3][CH:2]=1.C1([C@H](NC2C([N+]([O-])=O)=CN=C(Br)C=2)C)C=CC=CC=1.N1C2C=CC=C(B(O)O)C=2C=CC=1.[C:61](=O)([O-])[O-:62].[K+].[K+], predict the reaction product. The product is: [C:1]1([C@H:7]([N:9]2[C:10]3[CH:11]=[C:12]([C:19]4[CH:28]=[CH:27][CH:26]=[C:25]5[C:20]=4[CH:21]=[CH:22][CH:23]=[N:24]5)[N:13]=[CH:14][C:15]=3[NH:16][C:61]2=[O:62])[CH3:8])[CH:6]=[CH:5][CH:4]=[CH:3][CH:2]=1. (5) Given the reactants Br[CH2:2][C:3]([O:5][CH2:6][CH2:7][Si:8]([CH3:11])([CH3:10])[CH3:9])=[O:4].[CH2:12]([O:19][C:20]1[CH:21]=[C:22]([OH:29])[CH:23]=[CH:24][C:25]=1[N+:26]([O-:28])=[O:27])[C:13]1[CH:18]=[CH:17][CH:16]=[CH:15][CH:14]=1.C(=O)([O-])[O-].[K+].[K+].CCOC(C)=O, predict the reaction product. The product is: [CH2:12]([O:19][C:20]1[CH:21]=[C:22]([CH:23]=[CH:24][C:25]=1[N+:26]([O-:28])=[O:27])[O:29][CH2:2][C:3]([O:5][CH2:6][CH2:7][Si:8]([CH3:11])([CH3:10])[CH3:9])=[O:4])[C:13]1[CH:14]=[CH:15][CH:16]=[CH:17][CH:18]=1. (6) Given the reactants [NH2:1][C:2]1[C:11]([NH2:12])=[C:10]2[C:5]([C:6](=[O:19])[CH:7]=[C:8]([C:13]3[CH:18]=[CH:17][CH:16]=[CH:15][CH:14]=3)[O:9]2)=[CH:4][CH:3]=1.[CH3:20][C:21](O)=O, predict the reaction product. The product is: [CH3:20][C:21]1[NH:1][C:2]2[CH:3]=[CH:4][C:5]3[C:6](=[O:19])[CH:7]=[C:8]([C:13]4[CH:18]=[CH:17][CH:16]=[CH:15][CH:14]=4)[O:9][C:10]=3[C:11]=2[N:12]=1. (7) Given the reactants [CH2:1]([O:3][P:4]([CH2:9][C:10]1[CH:15]=[CH:14][C:13]([NH:16][C:17]2[N:22]=[C:21]([NH:23][C:24]3[CH:25]=[CH:26][C:27]([C:35]4[CH2:36][CH2:37][N:38](C(OC(C)(C)C)=O)[CH2:39][CH:40]=4)=[C:28]4[C:32]=3[C:31](=[O:33])[N:30]([CH3:34])[CH2:29]4)[C:20]([C:48]([F:51])([F:50])[F:49])=[CH:19][N:18]=2)=[CH:12][CH:11]=1)([O:6][CH2:7][CH3:8])=[O:5])[CH3:2].FC(F)(F)C(O)=O, predict the reaction product. The product is: [CH2:7]([O:6][P:4]([CH2:9][C:10]1[CH:11]=[CH:12][C:13]([NH:16][C:17]2[N:22]=[C:21]([NH:23][C:24]3[CH:25]=[CH:26][C:27]([C:35]4[CH2:36][CH2:37][NH:38][CH2:39][CH:40]=4)=[C:28]4[C:32]=3[C:31](=[O:33])[N:30]([CH3:34])[CH2:29]4)[C:20]([C:48]([F:50])([F:51])[F:49])=[CH:19][N:18]=2)=[CH:14][CH:15]=1)(=[O:5])[O:3][CH2:1][CH3:2])[CH3:8].